From a dataset of Full USPTO retrosynthesis dataset with 1.9M reactions from patents (1976-2016). Predict the reactants needed to synthesize the given product. (1) The reactants are: [Br:1][C:2]1[CH:3]=[C:4]([CH:12]=[CH:13][CH:14]=1)[O:5][CH2:6][CH2:7][NH:8][CH2:9][CH2:10][NH2:11].[F:15][C:16]([F:23])([F:22])[C:17](OCC)=[O:18]. Given the product [Br:1][C:2]1[CH:3]=[C:4]([CH:12]=[CH:13][CH:14]=1)[O:5][CH2:6][CH2:7][NH:8][CH2:9][CH2:10][NH:11][C:17](=[O:18])[C:16]([F:23])([F:22])[F:15], predict the reactants needed to synthesize it. (2) Given the product [Cl:11][C:8]1[CH:9]=[C:10]2[C:5](=[CH:6][CH:7]=1)[NH:4][C:3](=[O:12])[C:2]2([NH:28][C@@H:29]([CH2:35][C:36]1[CH:37]=[CH:38][CH:39]=[CH:40][CH:41]=1)[C:30]([N:32]([CH3:34])[CH3:33])=[O:31])[C:13]1[CH:18]=[CH:17][CH:16]=[CH:15][C:14]=1[O:19][CH3:20], predict the reactants needed to synthesize it. The reactants are: Cl[C:2]1([C:13]2[CH:18]=[CH:17][CH:16]=[CH:15][C:14]=2[O:19][CH3:20])[C:10]2[C:5](=[CH:6][CH:7]=[C:8]([Cl:11])[CH:9]=2)[NH:4][C:3]1=[O:12].FC(F)(F)C(O)=O.[NH2:28][C@@H:29]([CH2:35][C:36]1[CH:41]=[CH:40][CH:39]=[CH:38][CH:37]=1)[C:30]([N:32]([CH3:34])[CH3:33])=[O:31]. (3) Given the product [CH3:37][O:36][C:29]1[CH:30]=[C:31]([O:34][CH3:35])[CH:32]=[CH:33][C:28]=1[CH2:27][N:23]1[C:24](=[O:26])[CH2:25][C@H:21]([C:19]([OH:20])=[O:39])[CH2:22]1, predict the reactants needed to synthesize it. The reactants are: O.[OH-].[Li+].OO.C([C@H]1COC(=O)N1[C:19]([C@H:21]1[CH2:25][C:24](=[O:26])[N:23]([CH2:27][C:28]2[CH:33]=[CH:32][C:31]([O:34][CH3:35])=[CH:30][C:29]=2[O:36][CH3:37])[CH2:22]1)=[O:20])C1C=CC=CC=1.S([O-])(O)=[O:39].[Na+]. (4) Given the product [F:13][C:14]([F:27])([F:28])[C:15]1[CH:16]=[C:17]([CH2:21][CH2:22][C:23]([NH:25][NH:26][C:10]([C:7]2[CH:8]=[CH:9][C:4]3[N:3]=[CH:2][S:1][C:5]=3[CH:6]=2)=[O:12])=[O:24])[CH:18]=[CH:19][CH:20]=1, predict the reactants needed to synthesize it. The reactants are: [S:1]1[C:5]2[CH:6]=[C:7]([C:10]([OH:12])=O)[CH:8]=[CH:9][C:4]=2[N:3]=[CH:2]1.[F:13][C:14]([F:28])([F:27])[C:15]1[CH:16]=[C:17]([CH2:21][CH2:22][C:23]([NH:25][NH2:26])=[O:24])[CH:18]=[CH:19][CH:20]=1. (5) Given the product [Cl:28][C:29]1[CH:34]=[C:33]([C:2]2[CH:3]=[CH:4][C:5]([S:8]([NH:11][C:12]3[CH:17]=[C:16]([N:18]4[CH2:19][C@H:20]([CH3:25])[NH:21][C@H:22]([CH3:24])[CH2:23]4)[CH:15]=[CH:14][C:13]=3[O:26][CH3:27])(=[O:10])=[O:9])=[CH:6][CH:7]=2)[CH:32]=[CH:31][CH:30]=1, predict the reactants needed to synthesize it. The reactants are: Br[C:2]1[CH:7]=[CH:6][C:5]([S:8]([NH:11][C:12]2[CH:17]=[C:16]([N:18]3[CH2:23][C@H:22]([CH3:24])[NH:21][C@H:20]([CH3:25])[CH2:19]3)[CH:15]=[CH:14][C:13]=2[O:26][CH3:27])(=[O:10])=[O:9])=[CH:4][CH:3]=1.[Cl:28][C:29]1[CH:30]=[C:31](B(O)O)[CH:32]=[CH:33][CH:34]=1.CC(C)([O-])C.[K+]. (6) Given the product [O:15]=[C:11]1[C:12]2[NH:13][C:14]3[CH:2]=[CH:3][CH:4]=[C:5]([C:25]([OH:27])=[O:26])[C:6]=3[C:7]=2[CH2:8][CH2:9][CH2:10]1, predict the reactants needed to synthesize it. The reactants are: F[C:2]1[C:14]2[NH:13][C:12]3[CH:11]([O:15]S(C4C=CC=CC=4)(=O)=O)[CH2:10][CH2:9][CH2:8][C:7]=3[C:6]=2[C:5]([C:25]([OH:27])=[O:26])=[CH:4][CH:3]=1.CCN(CC)CC.C(O)=O.C(Cl)Cl.